This data is from Retrosynthesis with 50K atom-mapped reactions and 10 reaction types from USPTO. The task is: Predict the reactants needed to synthesize the given product. (1) Given the product CCc1cccc(CNC[C@@H](O)[C@H](Cc2cc(F)cc(F)c2)NC(=O)c2cccc(-c3ncc(CCC(=O)OC)o3)c2)c1, predict the reactants needed to synthesize it. The reactants are: CCc1cccc(CNC[C@@H](O)[C@@H](N)Cc2cc(F)cc(F)c2)c1.COC(=O)CCc1cnc(-c2cccc(C(=O)O)c2)o1. (2) The reactants are: Nn1nc(-c2ccc(Cl)cc2)c2ccccc2c1=O.O=C(O)Cc1ccc2ccccc2c1. Given the product O=C(Cc1ccc2ccccc2c1)Nn1nc(-c2ccc(Cl)cc2)c2ccccc2c1=O, predict the reactants needed to synthesize it.